Dataset: Forward reaction prediction with 1.9M reactions from USPTO patents (1976-2016). Task: Predict the product of the given reaction. (1) Given the reactants [C:1]1([CH:7]([C:30]2[CH:35]=[CH:34][CH:33]=[CH:32][CH:31]=2)[N:8]2[C:16]3[C:11](=[N:12][CH:13]=[CH:14][CH:15]=3)[C:10](O)([C:17]3[C:26]([OH:27])=[CH:25][C:20]4[O:21][CH2:22][CH2:23][O:24][C:19]=4[CH:18]=3)[C:9]2=[O:29])[CH:6]=[CH:5][CH:4]=[CH:3][CH:2]=1.C([SiH](CC)CC)C.FC(F)(F)C(O)=O, predict the reaction product. The product is: [C:30]1([CH:7]([C:1]2[CH:2]=[CH:3][CH:4]=[CH:5][CH:6]=2)[N:8]2[C:16]3[C:11](=[N:12][CH:13]=[CH:14][CH:15]=3)[CH:10]([C:17]3[C:26]([OH:27])=[CH:25][C:20]4[O:21][CH2:22][CH2:23][O:24][C:19]=4[CH:18]=3)[C:9]2=[O:29])[CH:31]=[CH:32][CH:33]=[CH:34][CH:35]=1. (2) Given the reactants [CH3:1][O:2][C:3]1[CH:19]=[CH:18][C:6]([O:7][C:8]2[CH:13]=[CH:12][C:11]([CH3:14])=[CH:10][C:9]=2[N+:15]([O-])=O)=[CH:5][CH:4]=1.[N+](C1C=CC=C(COC2C=CC=C(Br)C=2)C=1)([O-])=O, predict the reaction product. The product is: [CH3:1][O:2][C:3]1[CH:19]=[CH:18][C:6]([O:7][C:8]2[CH:13]=[CH:12][C:11]([CH3:14])=[CH:10][C:9]=2[NH2:15])=[CH:5][CH:4]=1. (3) Given the reactants [NH2:1][C@@H:2]([CH3:5])[CH2:3][OH:4].[C:6]1(=O)[C:10]2[CH:11]=[CH:12][CH:13]=[CH:14][C:9]=2[C:8](=[O:15])[O:7]1.C([O-])(O)=O.[Na+], predict the reaction product. The product is: [OH:4][CH2:3][C@@H:2]([N:1]1[C:6](=[O:7])[C:10]2[C:9](=[CH:14][CH:13]=[CH:12][CH:11]=2)[C:8]1=[O:15])[CH3:5]. (4) Given the reactants [CH2:1]([O:3][C:4](=[O:25])[C@@H:5]([O:22][CH2:23][CH3:24])[CH2:6][C:7]1[CH:12]=[CH:11][C:10]([O:13][CH2:14][C:15]2[S:16][C:17](Br)=[CH:18][C:19]=2[CH3:20])=[CH:9][CH:8]=1)[CH3:2].[CH3:26][O:27][C:28]1[CH:29]=[C:30](B(O)O)[CH:31]=[CH:32][CH:33]=1.C(=O)([O-])[O-].[Cs+].[Cs+].O, predict the reaction product. The product is: [CH2:1]([O:3][C:4](=[O:25])[C@@H:5]([O:22][CH2:23][CH3:24])[CH2:6][C:7]1[CH:12]=[CH:11][C:10]([O:13][CH2:14][C:15]2[S:16][C:17]([C:32]3[CH:31]=[CH:30][CH:29]=[C:28]([O:27][CH3:26])[CH:33]=3)=[CH:18][C:19]=2[CH3:20])=[CH:9][CH:8]=1)[CH3:2]. (5) Given the reactants [CH2:1]([C:3]1([CH2:24][CH3:25])[C:15]2[CH:14]=[C:13]([CH:16]=O)[CH:12]=[CH:11][C:10]=2[C:9]2[C:4]1=[CH:5][C:6]([N:18]1[CH2:23][CH2:22][CH2:21][CH2:20][CH2:19]1)=[CH:7][CH:8]=2)[CH3:2].[C:26]([CH2:28][C:29]([OH:31])=[O:30])#[N:27], predict the reaction product. The product is: [C:26]([C:28](=[CH:16][C:13]1[CH:12]=[CH:11][C:10]2[C:9]3[C:4](=[CH:5][C:6]([N:18]4[CH2:23][CH2:22][CH2:21][CH2:20][CH2:19]4)=[CH:7][CH:8]=3)[C:3]([CH2:24][CH3:25])([CH2:1][CH3:2])[C:15]=2[CH:14]=1)[C:29]([OH:31])=[O:30])#[N:27].